This data is from Forward reaction prediction with 1.9M reactions from USPTO patents (1976-2016). The task is: Predict the product of the given reaction. (1) The product is: [CH:34]([N:18]([CH3:19])[C@@H:15]1[CH2:16][CH2:17][C@H:12]([NH2:11])[C@H:13]([C:26]2[O:30][N:29]=[C:28]([CH3:31])[N:27]=2)[CH2:14]1)([CH3:33])[CH3:37]. Given the reactants C(OC([NH:11][C@H:12]1[CH2:17][CH2:16][C@@H:15]([NH:18][C:19](=O)OC(C)(C)C)[CH2:14][C@H:13]1[C:26]1[O:30][N:29]=[C:28]([CH3:31])[N:27]=1)=O)C1C=CC=CC=1.Br.[CH3:33][C:34](O)=O.[CH3:37]COCC, predict the reaction product. (2) Given the reactants Cl[CH2:2][CH2:3][CH2:4][O:5][C:6]1[C:7]([CH3:12])=[N:8][CH:9]=[CH:10][CH:11]=1.[CH3:13][NH2:14], predict the reaction product. The product is: [CH3:13][NH:14][CH2:2][CH2:3][CH2:4][O:5][C:6]1[C:7]([CH3:12])=[N:8][CH:9]=[CH:10][CH:11]=1. (3) Given the reactants [F:1][C:2]1[CH:3]=[C:4]2[C:9](=[CH:10][CH:11]=1)[N:8]=[C:7]([C:12]1[CH:17]=[CH:16][CH:15]=[CH:14][C:13]=1[OH:18])[N:6]=[C:5]2[N:19]1[CH2:23][CH2:22][C@@H:21]([NH:24]C(=O)OCC2C=CC=CC=2)[CH2:20]1, predict the reaction product. The product is: [NH2:24][C@@H:21]1[CH2:22][CH2:23][N:19]([C:5]2[C:4]3[C:9](=[CH:10][CH:11]=[C:2]([F:1])[CH:3]=3)[N:8]=[C:7]([C:12]3[CH:17]=[CH:16][CH:15]=[CH:14][C:13]=3[OH:18])[N:6]=2)[CH2:20]1.